From a dataset of Catalyst prediction with 721,799 reactions and 888 catalyst types from USPTO. Predict which catalyst facilitates the given reaction. (1) Reactant: FC(F)(F)C(O)=O.[Br:8][C:9]1[CH:10]=[CH:11][C:12]([CH:15]([C:34]#[N:35])[C:16]2[CH:33]=[CH:32][C:19]3[CH2:20][CH2:21][N:22](C(OC(C)(C)C)=O)[CH2:23][CH2:24][C:18]=3[CH:17]=2)=[N:13][CH:14]=1. Product: [Br:8][C:9]1[CH:10]=[CH:11][C:12]([CH:15]([C:16]2[CH:33]=[CH:32][C:19]3[CH2:20][CH2:21][NH:22][CH2:23][CH2:24][C:18]=3[CH:17]=2)[C:34]#[N:35])=[N:13][CH:14]=1. The catalyst class is: 4. (2) Reactant: [F:1][CH2:2][CH2:3][N:4]1[CH2:9][CH2:8][N:7]([C:10]2[CH:15]=[CH:14][C:13]([C:16]3[NH:17][C:18]4[C:23]([N:24]=3)=[C:22]([C:25]3[CH:26]=[CH:27][C:28]([O:33][CH:34]5[CH2:39][CH2:38][NH:37][CH2:36][CH2:35]5)=[C:29]([CH:32]=3)[C:30]#[N:31])[N:21]=[CH:20][N:19]=4)=[CH:12][CH:11]=2)[CH2:6][CH:5]1[CH3:40].[OH:41][CH2:42][C:43](O)=[O:44].CCN(C(C)C)C(C)C.CN(C(ON1N=NC2C=CC=NC1=2)=[N+](C)C)C.F[P-](F)(F)(F)(F)F. Product: [F:1][CH2:2][CH2:3][N:4]1[CH2:9][CH2:8][N:7]([C:10]2[CH:15]=[CH:14][C:13]([C:16]3[NH:17][C:18]4[C:23]([N:24]=3)=[C:22]([C:25]3[CH:26]=[CH:27][C:28]([O:33][CH:34]5[CH2:39][CH2:38][N:37]([C:42](=[O:41])[CH2:43][OH:44])[CH2:36][CH2:35]5)=[C:29]([CH:32]=3)[C:30]#[N:31])[N:21]=[CH:20][N:19]=4)=[CH:12][CH:11]=2)[CH2:6][CH:5]1[CH3:40]. The catalyst class is: 3. (3) Reactant: [CH3:1][C:2]1[N:3]([C:7]2[CH:12]=[CH:11][C:10]([NH:13][C:14]3[N:15]=[C:16]([OH:24])[C:17]4[CH2:23][NH:22][CH2:21][CH2:20][C:18]=4[N:19]=3)=[CH:9][CH:8]=2)[CH:4]=[CH:5][N:6]=1.C=O.[C:27](O)(=O)C.C([BH3-])#N.[Na+]. Product: [CH3:27][N:22]1[CH2:21][CH2:20][C:18]2[N:19]=[C:14]([NH:13][C:10]3[CH:11]=[CH:12][C:7]([N:3]4[CH:4]=[CH:5][N:6]=[C:2]4[CH3:1])=[CH:8][CH:9]=3)[N:15]=[C:16]([OH:24])[C:17]=2[CH2:23]1. The catalyst class is: 24. (4) Reactant: [N+:1]([CH:4]=[CH:5][C:6]1[C:14]2[C:9](=[CH:10][C:11]([C:15]([O:17][CH2:18][CH3:19])=[O:16])=[CH:12][CH:13]=2)[NH:8][CH:7]=1)([O-:3])=[O:2].[BH4-].[Na+]. Product: [N+:1]([CH2:4][CH2:5][C:6]1[C:14]2[C:9](=[CH:10][C:11]([C:15]([O:17][CH2:18][CH3:19])=[O:16])=[CH:12][CH:13]=2)[NH:8][CH:7]=1)([O-:3])=[O:2]. The catalyst class is: 36. (5) Reactant: [OH:1][C:2]1[CH:7]=[CH:6][C:5]([CH2:8][CH2:9][C:10]([OH:12])=O)=[CH:4][CH:3]=1.[NH2:13][C@H:14]1[CH2:19][CH2:18][C@H:17]([C:20]2[CH:25]=[CH:24][CH:23]=[CH:22][CH:21]=2)[CH2:16][CH2:15]1.C(Cl)CCl.C1C=CC2N(O)N=NC=2C=1. Product: [OH:1][C:2]1[CH:3]=[CH:4][C:5]([CH2:8][CH2:9][C:10]([NH:13][C@H:14]2[CH2:15][CH2:16][C@H:17]([C:20]3[CH:25]=[CH:24][CH:23]=[CH:22][CH:21]=3)[CH2:18][CH2:19]2)=[O:12])=[CH:6][CH:7]=1. The catalyst class is: 3. (6) Reactant: [OH:1][C@@H:2]1[C:6]([CH3:8])([CH3:7])[CH2:5][O:4][C:3]1=[O:9].C1COCC1.[H-].[Al+3].[Li+].[H-].[H-].[H-].[OH-].[Na+]. Product: [CH3:7][C:6]([CH3:8])([CH2:5][OH:4])[C@@H:2]([OH:1])[CH2:3][OH:9]. The catalyst class is: 6.